From a dataset of NCI-60 drug combinations with 297,098 pairs across 59 cell lines. Regression. Given two drug SMILES strings and cell line genomic features, predict the synergy score measuring deviation from expected non-interaction effect. (1) Drug 1: CNC(=O)C1=CC=CC=C1SC2=CC3=C(C=C2)C(=NN3)C=CC4=CC=CC=N4. Synergy scores: CSS=-5.27, Synergy_ZIP=0.994, Synergy_Bliss=-4.41, Synergy_Loewe=-12.5, Synergy_HSA=-8.19. Cell line: HCC-2998. Drug 2: CN1C(=O)N2C=NC(=C2N=N1)C(=O)N. (2) Synergy scores: CSS=7.97, Synergy_ZIP=-2.08, Synergy_Bliss=3.10, Synergy_Loewe=-2.21, Synergy_HSA=0.492. Drug 2: CN(C)N=NC1=C(NC=N1)C(=O)N. Cell line: HOP-62. Drug 1: CC1C(C(CC(O1)OC2CC(CC3=C2C(=C4C(=C3O)C(=O)C5=C(C4=O)C(=CC=C5)OC)O)(C(=O)CO)O)N)O.Cl.